This data is from Full USPTO retrosynthesis dataset with 1.9M reactions from patents (1976-2016). The task is: Predict the reactants needed to synthesize the given product. (1) Given the product [Cl:1][C:2]1[C:3]([C:23]([F:24])([F:26])[F:25])=[N:4][N:5]([C:10]2[CH:11]=[CH:12][C:13]([NH:16][C:17](=[O:22])[C:18](=[CH:29][N:30]([CH3:32])[CH3:31])[C:19](=[O:21])[CH3:20])=[CH:14][CH:15]=2)[C:6]=1[CH:7]1[CH2:8][CH2:9]1, predict the reactants needed to synthesize it. The reactants are: [Cl:1][C:2]1[C:3]([C:23]([F:26])([F:25])[F:24])=[N:4][N:5]([C:10]2[CH:15]=[CH:14][C:13]([NH:16][C:17](=[O:22])[CH2:18][C:19](=[O:21])[CH3:20])=[CH:12][CH:11]=2)[C:6]=1[CH:7]1[CH2:9][CH2:8]1.CO[CH:29](OC)[N:30]([CH3:32])[CH3:31]. (2) Given the product [Cl:1][C:2]1[CH:3]=[CH:4][CH:5]=[C:6]2[C:15]=1[NH:14][C:13](=[O:12])[N:8]([CH2:9][CH2:10][CH2:11][N:31]1[CH:29]3[CH2:28][CH2:27][CH:26]1[CH2:25][N:24]([C:21]1[CH:22]=[CH:23][C:18]([Cl:17])=[CH:19][CH:20]=1)[CH2:30]3)[C:7]2=[O:16], predict the reactants needed to synthesize it. The reactants are: [Cl:1][C:2]1[CH:3]=[CH:4][CH:5]=[C:6]2[C:15]=1[N:14]=[C:13]1[N:8]([CH2:9][CH2:10][CH2:11][O:12]1)[C:7]2=[O:16].[Cl:17][C:18]1[CH:23]=[CH:22][C:21]([N:24]2[CH2:30][CH:29]3[NH:31][CH:26]([CH2:27][CH2:28]3)[CH2:25]2)=[CH:20][CH:19]=1.C(N(CC)CC)C.C1(C)C=CC(S(O)(=O)=O)=CC=1. (3) The reactants are: Br[C:2]1[S:3][C:4]([C:25]2[CH:30]=[CH:29][N:28]=[CH:27][CH:26]=2)=[CH:5][C:6]=1[CH:7]1[C:16]2[C:11](=[CH:12][C:13]([Cl:17])=[CH:14][CH:15]=2)[CH2:10][CH2:9][N:8]1[C:18]([O:20][C:21]([CH3:24])([CH3:23])[CH3:22])=[O:19].B1([C:40]2[NH:44][N:43]=[CH:42][CH:41]=2)OC(C)(C)C(C)(C)O1.C(=O)([O-])[O-].[Na+].[Na+].COCCOC.O. Given the product [Cl:17][C:13]1[CH:12]=[C:11]2[C:16](=[CH:15][CH:14]=1)[CH:7]([C:6]1[CH:5]=[C:4]([C:25]3[CH:30]=[CH:29][N:28]=[CH:27][CH:26]=3)[S:3][C:2]=1[C:40]1[NH:44][N:43]=[CH:42][CH:41]=1)[N:8]([C:18]([O:20][C:21]([CH3:23])([CH3:24])[CH3:22])=[O:19])[CH2:9][CH2:10]2, predict the reactants needed to synthesize it.